Predict the reaction yield, written as a fraction of the theoretical maximum amount of product (1.0 means a 100% yield; for example, 0.34 means a 34% yield). From a dataset of Reaction yield outcomes from USPTO patents with 853,638 reactions. (1) The reactants are [Br:1][C:2]1[CH:18]=[C:17](/[CH:19]=[CH:20]/[CH:21]([C:26]2[CH:31]=[C:30]([Cl:32])[C:29]([Cl:33])=[C:28]([Cl:34])[CH:27]=2)[C:22]([F:25])([F:24])[F:23])[CH:16]=[CH:15][C:3]=1[C:4]([NH:6][CH2:7][C:8]([O:10]C(C)(C)C)=[O:9])=[O:5].C(O)(C(F)(F)F)=O. The catalyst is C(Cl)Cl. The product is [Br:1][C:2]1[CH:18]=[C:17](/[CH:19]=[CH:20]/[CH:21]([C:26]2[CH:31]=[C:30]([Cl:32])[C:29]([Cl:33])=[C:28]([Cl:34])[CH:27]=2)[C:22]([F:24])([F:25])[F:23])[CH:16]=[CH:15][C:3]=1[C:4]([NH:6][CH2:7][C:8]([OH:10])=[O:9])=[O:5]. The yield is 0.780. (2) The reactants are [F:1][C:2]1[CH:7]=[C:6]([C:8]2[CH:13]=[CH:12][C:11]([S:14]([CH3:17])(=[O:16])=[O:15])=[CH:10][N:9]=2)[CH:5]=[CH:4][C:3]=1[OH:18].CS(O[CH2:24][CH:25]1[CH2:30][CH2:29][N:28]([C:31]([O:33][CH:34]([CH3:36])[CH3:35])=[O:32])[CH2:27][CH2:26]1)(=O)=O.C([O-])([O-])=O.[K+].[K+].O. The catalyst is CN(C=O)C. The product is [F:1][C:2]1[CH:7]=[C:6]([C:8]2[CH:13]=[CH:12][C:11]([S:14]([CH3:17])(=[O:15])=[O:16])=[CH:10][N:9]=2)[CH:5]=[CH:4][C:3]=1[O:18][CH2:24][CH:25]1[CH2:30][CH2:29][N:28]([C:31]([O:33][CH:34]([CH3:36])[CH3:35])=[O:32])[CH2:27][CH2:26]1. The yield is 0.650. (3) The reactants are [NH2:1][CH:2]1[CH2:7][CH2:6][N:5]([C:8]([O:10][CH2:11][CH3:12])=[O:9])[CH2:4][CH2:3]1.Br[C:14]1[CH:19]=[CH:18][N:17]=[CH:16][CH:15]=1.CC(C)([O-])C.[Na+].C1(P(C2C=CC=CC=2)C2C=CC3C(=CC=CC=3)C=2C2C3C(=CC=CC=3)C=CC=2P(C2C=CC=CC=2)C2C=CC=CC=2)C=CC=CC=1. The product is [N:17]1[CH:18]=[CH:19][C:14]([NH:1][CH:2]2[CH2:3][CH2:4][N:5]([C:8]([O:10][CH2:11][CH3:12])=[O:9])[CH2:6][CH2:7]2)=[CH:15][CH:16]=1. The yield is 0.410. The catalyst is C1(C)C=CC=CC=1.C([O-])(=O)C.[Pd+2].C([O-])(=O)C. (4) The reactants are Cl.[Cl:2][C:3]1[CH:4]=[CH:5][C:6]([O:9][C:10]2[CH:11]=[C:12]([C@H:16]3[CH2:20][C:19]4([CH2:25][CH2:24][NH:23][CH2:22][CH2:21]4)[O:18][CH2:17]3)[CH:13]=[CH:14][CH:15]=2)=[N:7][CH:8]=1.FC(F)(F)C1C=C(C2CC3(CCN([C:44]([O:46][C:47]4[CH:52]=[CH:51][C:50]([N+:53]([O-:55])=[O:54])=[CH:49][CH:48]=4)=[O:45])CC3)OC2)C=CC=1. No catalyst specified. The product is [Cl:2][C:3]1[CH:4]=[CH:5][C:6]([O:9][C:10]2[CH:11]=[C:12]([C@H:16]3[CH2:20][C:19]4([CH2:25][CH2:24][N:23]([C:44]([O:46][C:47]5[CH:48]=[CH:49][C:50]([N+:53]([O-:55])=[O:54])=[CH:51][CH:52]=5)=[O:45])[CH2:22][CH2:21]4)[O:18][CH2:17]3)[CH:13]=[CH:14][CH:15]=2)=[N:7][CH:8]=1. The yield is 0.890. (5) The catalyst is Cl.O.C(O)C. The yield is 0.690. The product is [O:19]=[C:18]([CH3:20])[C:17](=[N:12][NH:6][C:5]1[CH:7]=[CH:8][CH:9]=[C:3]([C:2]([F:10])([F:11])[F:1])[CH:4]=1)[C:16]([O:22][CH3:23])=[O:21]. The reactants are [F:1][C:2]([F:11])([F:10])[C:3]1[CH:4]=[C:5]([CH:7]=[CH:8][CH:9]=1)[NH2:6].[N:12]([O-])=O.[Na+].[C:16]([O:22][CH3:23])(=[O:21])[CH2:17][C:18]([CH3:20])=[O:19].C([O-])(=O)C.[Na+]. (6) The reactants are [C:1]([O:5][C:6]([NH:8][C@H:9]([C:13]([O:15][CH2:16][CH:17]([CH2:19][OH:20])[OH:18])=[O:14])[CH:10]([CH3:12])[CH3:11])=[O:7])([CH3:4])([CH3:3])[CH3:2].[C:21]([NH:28][C@H:29]([C:33](O)=[O:34])[CH:30]([CH3:32])[CH3:31])([O:23][C:24]([CH3:27])([CH3:26])[CH3:25])=[O:22].C1CCC(N=C=NC2CCCCC2)CC1. The catalyst is CN(C1C=CN=CC=1)C.C(Cl)Cl.CN(C=O)C. The product is [C:1]([O:5][C:6]([NH:8][C@H:9]([C:13]([O:15][CH2:16][CH:17]([CH2:19][O:20][C:33](=[O:34])[C@H:29]([CH:30]([CH3:31])[CH3:32])[NH:28][C:21]([O:23][C:24]([CH3:25])([CH3:26])[CH3:27])=[O:22])[OH:18])=[O:14])[CH:10]([CH3:11])[CH3:12])=[O:7])([CH3:2])([CH3:4])[CH3:3]. The yield is 0.490. (7) The reactants are [CH3:1][C:2]1[C:7]([C:8]2[C:12]([CH2:13][O:14][C:15]3[CH:20]=[CH:19][C:18]([C:21]4[CH:22]=[C:23]5[C:28](=[CH:29][CH:30]=4)[N:27]=[C:26]([C:31]([O:33]C)=[O:32])[CH:25]=[CH:24]5)=[CH:17][CH:16]=3)=[C:11]([CH:35]([CH3:37])[CH3:36])[O:10][N:9]=2)=[C:6]([CH3:38])[CH:5]=[CH:4][N:3]=1.CO.[OH-].[Na+].Cl. The catalyst is C1COCC1. The product is [CH3:1][C:2]1[C:7]([C:8]2[C:12]([CH2:13][O:14][C:15]3[CH:20]=[CH:19][C:18]([C:21]4[CH:22]=[C:23]5[C:28](=[CH:29][CH:30]=4)[N:27]=[C:26]([C:31]([OH:33])=[O:32])[CH:25]=[CH:24]5)=[CH:17][CH:16]=3)=[C:11]([CH:35]([CH3:36])[CH3:37])[O:10][N:9]=2)=[C:6]([CH3:38])[CH:5]=[CH:4][N:3]=1. The yield is 0.860.